Task: Regression. Given a peptide amino acid sequence and an MHC pseudo amino acid sequence, predict their binding affinity value. This is MHC class I binding data.. Dataset: Peptide-MHC class I binding affinity with 185,985 pairs from IEDB/IMGT (1) The peptide sequence is SYPPPPASF. The MHC is HLA-A24:03 with pseudo-sequence HLA-A24:03. The binding affinity (normalized) is 1.00. (2) The peptide sequence is NSSKVSQNY. The MHC is HLA-A30:02 with pseudo-sequence HLA-A30:02. The binding affinity (normalized) is 0.0867. (3) The peptide sequence is TFQRTRALV. The MHC is H-2-Kd with pseudo-sequence H-2-Kd. The binding affinity (normalized) is 0.213.